From a dataset of Reaction yield outcomes from USPTO patents with 853,638 reactions. Predict the reaction yield, written as a fraction of the theoretical maximum amount of product (1.0 means a 100% yield; for example, 0.34 means a 34% yield). The reactants are [NH2:1][C@H:2]([C:6]([OH:8])=[O:7])[CH:3]([CH3:5])[CH3:4].[OH-].[Na+].[C:11]1([CH2:17][C:18](Cl)=[O:19])[CH:16]=[CH:15][CH:14]=[CH:13][CH:12]=1. No catalyst specified. The product is [CH3:4][CH:3]([CH2:2][CH3:6])[CH2:5][O:7][C:6](=[O:8])[C@H:2]([CH:3]([CH3:5])[CH3:4])[NH:1][C:18](=[O:19])[CH2:17][C:11]1[CH:16]=[CH:15][CH:14]=[CH:13][CH:12]=1. The yield is 0.690.